Dataset: Peptide-MHC class I binding affinity with 185,985 pairs from IEDB/IMGT. Task: Regression. Given a peptide amino acid sequence and an MHC pseudo amino acid sequence, predict their binding affinity value. This is MHC class I binding data. (1) The peptide sequence is QLGKCNITGW. The MHC is Mamu-B01 with pseudo-sequence Mamu-B01. The binding affinity (normalized) is 0. (2) The peptide sequence is SINVTIPEQY. The MHC is HLA-A31:01 with pseudo-sequence HLA-A31:01. The binding affinity (normalized) is 0.167.